From a dataset of Forward reaction prediction with 1.9M reactions from USPTO patents (1976-2016). Predict the product of the given reaction. The product is: [CH2:1]([O:3][C:4]([C:6]1[CH2:11][C@H:10]([NH:12][C:13]([O:15][C:16]([CH3:19])([CH3:18])[CH3:17])=[O:14])[C@@H:9]([NH:20][C:37](=[O:39])[CH3:38])[C@H:8]([O:23][CH:24]([CH2:27][CH3:28])[CH2:25][CH3:26])[CH:7]=1)=[O:5])[CH3:2]. Given the reactants [CH2:1]([O:3][C:4]([C:6]1[CH2:11][C@H:10]([NH:12][C:13]([O:15][C:16]([CH3:19])([CH3:18])[CH3:17])=[O:14])[C@@H:9]([N:20]=[N+]=[N-])[C@H:8]([O:23][CH:24]([CH2:27][CH3:28])[CH2:25][CH3:26])[CH:7]=1)=[O:5])[CH3:2].O.C(N(CC)CC)C.[C:37](OC(=O)C)(=[O:39])[CH3:38].C(P(CCCC)CCCC)CCC, predict the reaction product.